This data is from HIV replication inhibition screening data with 41,000+ compounds from the AIDS Antiviral Screen. The task is: Binary Classification. Given a drug SMILES string, predict its activity (active/inactive) in a high-throughput screening assay against a specified biological target. (1) The molecule is [N-]=[N+]=NC12CC3CC4C5CC(CC41)CC2C5C3. The result is 0 (inactive). (2) The compound is O=[N+]([O-])c1ccccc1SCc1ccccc1. The result is 0 (inactive). (3) The molecule is CC=CC(O)(C(=O)OC1CCN(C)CC1)C1CCCCC1. The result is 0 (inactive). (4) The drug is CC(C)CC(NC=O)C(=O)NC(Cc1ccccc1)NC(=O)CNC(=O)C(C)NC(=O)OC(C)(C)C. The result is 0 (inactive). (5) The compound is CC(=O)c1ccc(NC(=O)C(=NNC(N)=O)C(C#N)CC(C)(C)C=O)cc1. The result is 0 (inactive). (6) The compound is CC(CCC#N)(CCC#N)C(=O)CC(O)(C(F)(F)F)C(F)(F)F. The result is 0 (inactive).